From a dataset of Catalyst prediction with 721,799 reactions and 888 catalyst types from USPTO. Predict which catalyst facilitates the given reaction. (1) Reactant: [NH2:1][C:2]1[C:3]([CH:10]2[CH2:14][CH2:13][CH2:12][CH2:11]2)=[N:4][NH:5][C:6]=1[C:7]([NH2:9])=[O:8].[C:15]([NH:18][CH2:19][C:20](O)=[O:21])(=[O:17])[CH3:16].CN(C(ON1N=NC2C=CC=NC1=2)=[N+](C)C)C.F[P-](F)(F)(F)(F)F.C(N(C(C)C)CC)(C)C. Product: [C:15]([NH:18][CH2:19][C:20]([NH:1][C:2]1[C:3]([CH:10]2[CH2:11][CH2:12][CH2:13][CH2:14]2)=[N:4][NH:5][C:6]=1[C:7]([NH2:9])=[O:8])=[O:21])(=[O:17])[CH3:16]. The catalyst class is: 4. (2) Reactant: [NH2:1][C:2]1[CH:3]=[CH:4][C:5]2[CH2:9][O:8][B:7]([OH:10])[C:6]=2[CH:11]=1.CN1CCOCC1.[CH2:19]([O:26][C:27]1[CH:32]=[CH:31][C:30]([S:33](Cl)(=[O:35])=[O:34])=[C:29]([N+:37]([O-:39])=[O:38])[CH:28]=1)[C:20]1[CH:25]=[CH:24][CH:23]=[CH:22][CH:21]=1. Product: [CH2:19]([O:26][C:27]1[CH:32]=[CH:31][C:30]([S:33]([NH:1][C:2]2[CH:3]=[CH:4][C:5]3[CH2:9][O:8][B:7]([OH:10])[C:6]=3[CH:11]=2)(=[O:34])=[O:35])=[C:29]([N+:37]([O-:39])=[O:38])[CH:28]=1)[C:20]1[CH:21]=[CH:22][CH:23]=[CH:24][CH:25]=1. The catalyst class is: 10.